Dataset: Experimentally validated miRNA-target interactions with 360,000+ pairs, plus equal number of negative samples. Task: Binary Classification. Given a miRNA mature sequence and a target amino acid sequence, predict their likelihood of interaction. The miRNA is hsa-miR-512-5p with sequence CACUCAGCCUUGAGGGCACUUUC. The protein sequence of the target gene is MPGRLLRGLWQRWRRYKYRFVPWIALNLSHNPRTLRYVPEESKDKVISDEDVLGTLLKVFQALFLNDFNKQSEILSMLPESVKSKYQDLLAVEHQGVKLLENRHQQQSTFKPEEILYKTLGFSVAQATSSLISAGKGVFVTKGLVPKGAVVSMYPGTVYQKYEPIFFQSIGNPFIFRCLDGVLIDGNDKGISKVVYRSCNGRDRLGPLKMSDSTWLTSEIHNPLAVGQYVNNCSNDRAANVCYQEFDVPAVFPIELKQYLPNIAYSYDKQSPLRCVVLVALRDINQGEELFSNYYTIVS. Result: 1 (interaction).